Dataset: M1 muscarinic receptor antagonist screen with 61,756 compounds. Task: Binary Classification. Given a drug SMILES string, predict its activity (active/inactive) in a high-throughput screening assay against a specified biological target. (1) The compound is O=c1n(n(c(c1n1c2nc3n(c(=O)c2cc(c1=O)C#N)cccc3C)C)C)c1ccccc1. The result is 0 (inactive). (2) The compound is S=c1n(CCCN2CCN(C3CCCCC3)CC2)c(=O)c2c([nH]1)cccc2. The result is 1 (active). (3) The compound is o1c2c(c(NC(=O)CC)c1C(=O)Nc1cc(OC)ccc1)cccc2. The result is 0 (inactive). (4) The result is 0 (inactive). The drug is S(=O)(=O)(NCc1ccc(cc1)C(O)=O)c1ccc(OC)cc1.